Dataset: Peptide-MHC class I binding affinity with 185,985 pairs from IEDB/IMGT. Task: Regression. Given a peptide amino acid sequence and an MHC pseudo amino acid sequence, predict their binding affinity value. This is MHC class I binding data. (1) The peptide sequence is NHINWELSL. The MHC is HLA-B38:01 with pseudo-sequence HLA-B38:01. The binding affinity (normalized) is 0.588. (2) The peptide sequence is TMLYNKMEF. The MHC is HLA-B57:01 with pseudo-sequence HLA-B57:01. The binding affinity (normalized) is 0.0847. (3) The peptide sequence is NTAIFDMLY. The MHC is HLA-A03:01 with pseudo-sequence HLA-A03:01. The binding affinity (normalized) is 0.0847. (4) The peptide sequence is GSRAIWFMW. The MHC is HLA-B58:01 with pseudo-sequence HLA-B58:01. The binding affinity (normalized) is 0.587. (5) The peptide sequence is RRWRRRWQQLL. The MHC is Mamu-B08 with pseudo-sequence Mamu-B08. The binding affinity (normalized) is 0.797.